From a dataset of Reaction yield outcomes from USPTO patents with 853,638 reactions. Predict the reaction yield, written as a fraction of the theoretical maximum amount of product (1.0 means a 100% yield; for example, 0.34 means a 34% yield). (1) The reactants are Br[C:2]1[CH:3]=[C:4]2[C:9](=[CH:10][CH:11]=1)[O:8][CH2:7][CH2:6][C:5]2=[O:12].[B:13]1([B:13]2[O:17][C:16]([CH3:19])([CH3:18])[C:15]([CH3:21])([CH3:20])[O:14]2)[O:17][C:16]([CH3:19])([CH3:18])[C:15]([CH3:21])([CH3:20])[O:14]1.CC([O-])=O.[K+]. The catalyst is O1CCOCC1.[CH-]1C(P(C2C=CC=CC=2)C2C=CC=CC=2)=CC=C1.[CH-]1C(P(C2C=CC=CC=2)C2C=CC=CC=2)=CC=C1.[Fe+2]. The product is [CH3:20][C:15]1([CH3:21])[C:16]([CH3:19])([CH3:18])[O:17][B:13]([C:2]2[CH:3]=[C:4]3[C:9](=[CH:10][CH:11]=2)[O:8][CH2:7][CH2:6][C:5]3=[O:12])[O:14]1. The yield is 0.800. (2) The reactants are [F:1][C:2]1[CH:7]=[CH:6][C:5]([OH:8])=[CH:4][CH:3]=1.[OH-].[Na+].Br[CH2:12][CH:13]=[CH2:14]. The catalyst is C(Cl)Cl.[Br-].C([N+](CCCC)(CCCC)CCCC)CCC. The product is [CH2:14]([O:8][C:5]1[CH:6]=[CH:7][C:2]([F:1])=[CH:3][CH:4]=1)[CH:13]=[CH2:12]. The yield is 0.978. (3) The reactants are C(OC([N:8]([CH2:42][C:43]([O:45]C(C)(C)C)=[O:44])[C:9]1[CH:14]=[CH:13][CH:12]=[C:11]([CH:15]([S:31]([C:34]2[CH:39]=[CH:38][C:37]([O:40][CH3:41])=[CH:36][CH:35]=2)(=[O:33])=[O:32])[NH:16][CH2:17][C:18]2[CH:23]=[CH:22][C:21]([C:24]([CH3:30])([CH3:29])[CH2:25][CH2:26][CH2:27][CH3:28])=[CH:20][CH:19]=2)[N:10]=1)=O)(C)(C)C.FC(F)(F)C(O)=O. The catalyst is C(Cl)Cl. The product is [CH3:41][O:40][C:37]1[CH:36]=[CH:35][C:34]([S:31]([CH:15]([NH:16][CH2:17][C:18]2[CH:19]=[CH:20][C:21]([C:24]([CH3:29])([CH3:30])[CH2:25][CH2:26][CH2:27][CH3:28])=[CH:22][CH:23]=2)[C:11]2[N:10]=[C:9]([NH:8][CH2:42][C:43]([OH:45])=[O:44])[CH:14]=[CH:13][CH:12]=2)(=[O:32])=[O:33])=[CH:39][CH:38]=1. The yield is 0.910. (4) The reactants are [CH:1]1([P:4](Cl)(Cl)=[O:5])[CH2:3][CH2:2]1.[CH:8]([Mg]Br)=[CH2:9].[NH4+].[Cl-].[CH2:14]1COC[CH2:15]1. No catalyst specified. The product is [CH:1]1([P:4](=[O:5])([CH:8]=[CH2:9])[CH:14]=[CH2:15])[CH2:3][CH2:2]1. The yield is 0.390. (5) The reactants are Cl[CH2:2][C:3](=[O:13])[CH2:4][C:5]1[CH:10]=[CH:9][C:8]([Cl:11])=[C:7]([Cl:12])[CH:6]=1.[C:14]([OH:17])(=[O:16])[CH3:15].C(N(CC)CC)C. The catalyst is CC(C)=O. The yield is 0.330. The product is [C:14]([O:17][CH2:2][C:3](=[O:13])[CH2:4][C:5]1[CH:10]=[CH:9][C:8]([Cl:11])=[C:7]([Cl:12])[CH:6]=1)(=[O:16])[CH3:15]. (6) The reactants are C(=O)([O-])[O-].[Cs+].[Cs+].[OH:7][C:8]1[C:17]([O:18][CH:19]([CH3:21])[CH3:20])=[CH:16][CH:15]=[CH:14][C:9]=1[C:10]([O:12][CH3:13])=[O:11].[CH2:22](Br)[CH:23]=[CH2:24].O. The product is [CH3:20][CH:19]([O:18][C:17]1[C:8]([O:7][CH2:24][CH:23]=[CH2:22])=[C:9]([CH:14]=[CH:15][CH:16]=1)[C:10]([O:12][CH3:13])=[O:11])[CH3:21]. The catalyst is CN(C)C=O. The yield is 0.790. (7) The reactants are [CH:1]1([CH:4]([OH:16])[C:5]2[CH:6]=[C:7]([CH:12]=[CH:13][C:14]=2[OH:15])[C:8]([O:10][CH3:11])=[O:9])[CH2:3][CH2:2]1. The catalyst is [O-2].[Mn+4].[O-2].O1CCOCC1. The product is [CH:1]1([C:4]([C:5]2[CH:6]=[C:7]([CH:12]=[CH:13][C:14]=2[OH:15])[C:8]([O:10][CH3:11])=[O:9])=[O:16])[CH2:3][CH2:2]1. The yield is 0.830.